Dataset: Full USPTO retrosynthesis dataset with 1.9M reactions from patents (1976-2016). Task: Predict the reactants needed to synthesize the given product. Given the product [CH3:22][C:11]1([CH3:23])[CH2:10]/[C:9](=[N:1]\[C:2]2[CH:7]=[CH:6][CH:5]=[CH:4][CH:3]=2)/[C:14]2[S:15][CH2:16][CH:17]([C:19]([O:21][CH2:24][CH3:25])=[O:20])[NH:18][C:13]=2[CH2:12]1, predict the reactants needed to synthesize it. The reactants are: [NH2:1][C:2]1[CH:7]=[CH:6][CH:5]=[CH:4][CH:3]=1.Cl[C:9]1[CH2:10][C:11]([CH3:23])([CH3:22])[CH2:12][C:13]2[C:14]=1[S:15][CH2:16][CH:17]([C:19]([O-:21])=[O:20])[N:18]=2.[CH2:24](O)[CH3:25].